The task is: Predict the reactants needed to synthesize the given product.. This data is from Full USPTO retrosynthesis dataset with 1.9M reactions from patents (1976-2016). (1) The reactants are: Br[C:2]1[C:10]2[N:9]=[C:8]([CH3:11])[N:7]([CH2:12][C:13]3[CH:18]=[CH:17][CH:16]=[C:15]([Cl:19])[CH:14]=3)[C:6]=2[CH:5]=[C:4]([N:20]2[CH2:25][CH2:24][O:23][CH2:22][CH2:21]2)[CH:3]=1.C[O:27][B:28](OC)[O:29]C. Given the product [Cl:19][C:15]1[CH:14]=[C:13]([CH:18]=[CH:17][CH:16]=1)[CH2:12][N:7]1[C:6]2[CH:5]=[C:4]([N:20]3[CH2:25][CH2:24][O:23][CH2:22][CH2:21]3)[CH:3]=[C:2]([B:28]([OH:29])[OH:27])[C:10]=2[N:9]=[C:8]1[CH3:11], predict the reactants needed to synthesize it. (2) Given the product [Cl:1][C:2]1[CH:18]=[CH:17][C:5]2[CH2:6][CH2:7][N:8]([C:11](=[O:16])[C:12]([F:13])([F:14])[F:15])[CH2:9][CH2:10][C:4]=2[C:3]=1/[CH:19]=[CH:20]\[CH2:21][NH:22][C:23]([CH:25]1[CH2:26][CH2:27][CH2:28][CH2:29]1)=[O:24], predict the reactants needed to synthesize it. The reactants are: [Cl:1][C:2]1[CH:18]=[CH:17][C:5]2[CH2:6][CH2:7][N:8]([C:11](=[O:16])[C:12]([F:15])([F:14])[F:13])[CH2:9][CH2:10][C:4]=2[C:3]=1[C:19]#[C:20][CH2:21][NH:22][C:23]([CH:25]1[CH2:29][CH2:28][CH2:27][CH2:26]1)=[O:24]. (3) The reactants are: [CH2:1]([O:3][C:4](=[O:18])[C:5]1[CH:10]=[C:9]([C:11]([F:14])([F:13])[F:12])[C:8]([CH:15]=O)=[C:7]([Br:17])[CH:6]=1)[CH3:2].[C:19]([O:23][C:24](=[O:32])[NH:25][CH2:26][C@@H:27]1[CH2:31][CH2:30][NH:29][CH2:28]1)([CH3:22])([CH3:21])[CH3:20]. Given the product [CH2:1]([O:3][C:4](=[O:18])[C:5]1[CH:10]=[C:9]([C:11]([F:14])([F:13])[F:12])[C:8]([CH2:15][N:29]2[CH2:30][CH2:31][C@@H:27]([CH2:26][NH:25][C:24]([O:23][C:19]([CH3:22])([CH3:21])[CH3:20])=[O:32])[CH2:28]2)=[C:7]([Br:17])[CH:6]=1)[CH3:2], predict the reactants needed to synthesize it. (4) Given the product [CH3:1][C:2]12[C:8]([CH3:9])([CH3:10])[C:5]([C:11]([O:13][CH2:14][C@H:15]3[C@@H:17]([CH2:18][O:19][CH2:20][CH3:37])[C@@:16]3([CH3:35])[C:21]3[CH:30]=[CH:29][C:28]4[C:27]([CH3:32])([CH3:31])[CH2:26][CH2:25][C:24]([CH3:34])([CH3:33])[C:23]=4[CH:22]=3)=[O:12])([CH2:6][CH2:7]1)[O:4][C:3]2=[O:36].[CH3:37][C:38]12[C:44]([CH3:45])([CH3:46])[C:41]([C:47]([O:49][CH2:50][C@@H:51]3[C@H:53]([CH2:54][O:55][CH2:56][CH3:73])[C@:52]3([CH3:71])[C:57]3[CH:66]=[CH:65][C:64]4[C:63]([CH3:68])([CH3:67])[CH2:62][CH2:61][C:60]([CH3:70])([CH3:69])[C:59]=4[CH:58]=3)=[O:48])([CH2:42][CH2:43]1)[O:40][C:39]2=[O:72], predict the reactants needed to synthesize it. The reactants are: [CH3:1][C:2]12[C:8]([CH3:10])([CH3:9])[C:5]([C:11]([O:13][CH2:14][C@H:15]3[C@@H:17]([CH2:18][O:19][CH3:20])[C@@:16]3([CH3:35])[C:21]3[CH:30]=[CH:29][C:28]4[C:27]([CH3:32])([CH3:31])[CH2:26][CH2:25][C:24]([CH3:34])([CH3:33])[C:23]=4[CH:22]=3)=[O:12])([CH2:6][CH2:7]1)[O:4][C:3]2=[O:36].[CH3:37][C:38]12[C:44]([CH3:46])([CH3:45])[C:41]([C:47]([O:49][CH2:50][C@@H:51]3[C@H:53]([CH2:54][O:55][CH3:56])[C@:52]3([CH3:71])[C:57]3[CH:66]=[CH:65][C:64]4[C:63]([CH3:68])([CH3:67])[CH2:62][CH2:61][C:60]([CH3:70])([CH3:69])[C:59]=4[CH:58]=3)=[O:48])([CH2:42][CH2:43]1)[O:40][C:39]2=[O:72].[CH2:73](OCC1[C@H](CO)C1(C)C1C=CC2C(C)(C)CCC(C)(C)C=2C=1)C. (5) Given the product [CH3:11][C:3]1[N:1]=[CH:2][O:5][C:4]=1[O:6][CH2:7][CH2:8][CH2:9][CH3:10], predict the reactants needed to synthesize it. The reactants are: [N+:1]([CH:3]([CH3:11])[C:4]([O:6][CH2:7][CH2:8][CH2:9][CH3:10])=[O:5])#[C-:2].C(N(CCCC)C1C=CC=CC=1)CCC. (6) Given the product [CH:24]1([N:22]([CH3:23])[C:4]2[C:5]([CH3:21])=[C:6]([CH:20]=[C:2]([C:40]3[CH:39]=[N:38][N:37]([CH2:36][CH2:35][N:32]4[CH2:33][CH2:34][O:29][CH2:30][CH2:31]4)[CH:41]=3)[CH:3]=2)[C:7]([NH:9][CH2:10][C:11]2[C:12](=[O:19])[NH:13][C:14]([CH3:18])=[CH:15][C:16]=2[CH3:17])=[O:8])[CH2:28][CH2:27][CH2:26][CH2:25]1, predict the reactants needed to synthesize it. The reactants are: Br[C:2]1[CH:3]=[C:4]([N:22]([CH:24]2[CH2:28][CH2:27][CH2:26][CH2:25]2)[CH3:23])[C:5]([CH3:21])=[C:6]([CH:20]=1)[C:7]([NH:9][CH2:10][C:11]1[C:12](=[O:19])[NH:13][C:14]([CH3:18])=[CH:15][C:16]=1[CH3:17])=[O:8].[O:29]1[CH2:34][CH2:33][N:32]([CH2:35][CH2:36][N:37]2[CH:41]=[C:40](B(O)O)[CH:39]=[N:38]2)[CH2:31][CH2:30]1.C([O-])([O-])=O.[Na+].[Na+].C(Cl)Cl. (7) Given the product [O:22]1[C:31]2[CH:30]=[C:29]([CH2:32][NH:1][CH:2]3[CH2:3][CH2:4][N:5]([CH2:8][CH2:9][N:10]4[C:19]5[C:14](=[CH:15][CH:16]=[C:17]([F:20])[CH:18]=5)[N:13]=[CH:12][C:11]4=[O:21])[CH2:6][CH2:7]3)[N:28]=[CH:27][C:26]=2[O:25][CH2:24][CH2:23]1, predict the reactants needed to synthesize it. The reactants are: [NH2:1][CH:2]1[CH2:7][CH2:6][N:5]([CH2:8][CH2:9][N:10]2[C:19]3[C:14](=[CH:15][CH:16]=[C:17]([F:20])[CH:18]=3)[N:13]=[CH:12][C:11]2=[O:21])[CH2:4][CH2:3]1.[O:22]1[C:31]2[CH:30]=[C:29]([CH:32]=O)[N:28]=[CH:27][C:26]=2[O:25][CH2:24][CH2:23]1.C(O[BH-](OC(=O)C)OC(=O)C)(=O)C.[Na+].